From a dataset of Forward reaction prediction with 1.9M reactions from USPTO patents (1976-2016). Predict the product of the given reaction. (1) Given the reactants [Br:1][C:2]1[CH:3]=[CH:4][CH:5]=[C:6]2[C:11]=1[N:10]=[CH:9][C:8]([C:12]([O:14]CC)=[O:13])=[C:7]2[NH:17][CH2:18][C:19]1[CH:24]=[CH:23][C:22]([O:25][CH3:26])=[CH:21][CH:20]=1.O[Li].O.C(O)(=O)CC(CC(O)=O)(C(O)=O)O, predict the reaction product. The product is: [Br:1][C:2]1[CH:3]=[CH:4][CH:5]=[C:6]2[C:11]=1[N:10]=[CH:9][C:8]([C:12]([OH:14])=[O:13])=[C:7]2[NH:17][CH2:18][C:19]1[CH:20]=[CH:21][C:22]([O:25][CH3:26])=[CH:23][CH:24]=1. (2) Given the reactants [CH3:1][O:2][C:3](=[O:9])[C@H:4]([CH:6]([CH3:8])[CH3:7])[NH2:5].[CH3:10][N:11]1[CH2:16][CH2:15][O:14][CH2:13][CH2:12]1.[Cl-].N1CC[O:21]CC1, predict the reaction product. The product is: [CH3:1][O:2][C:3](=[O:9])[C@H:4]([CH:6]([CH3:8])[CH3:7])[NH:5][C:10]([N:11]1[CH2:16][CH2:15][O:14][CH2:13][CH2:12]1)=[O:21]. (3) Given the reactants Br[CH2:2][C:3]([C:5]1[CH:10]=[CH:9][C:8]([OH:11])=[CH:7][CH:6]=1)=O.[NH2:12][C:13]1[N:18]=[CH:17][C:16]([I:19])=[CH:15][N:14]=1, predict the reaction product. The product is: [OH:11][C:8]1[CH:9]=[CH:10][C:5]([C:3]2[N:12]=[C:13]3[N:18]=[CH:17][C:16]([I:19])=[CH:15][N:14]3[CH:2]=2)=[CH:6][CH:7]=1. (4) Given the reactants [Cl:1][C:2]1[CH:3]=[C:4]([NH:9][C:10]([N:12]2[CH2:17][CH2:16][N:15]([CH2:18][CH2:19][C:20]([OH:22])=O)[C:14](=[O:23])[C@@H:13]2[CH3:24])=[O:11])[CH:5]=[CH:6][C:7]=1[Cl:8].[CH2:25]1[C:27]2([CH2:32][CH2:31][NH:30][CH2:29][C@H:28]2[OH:33])[CH2:26]1.Cl.C1C2(CCNC[C@H]2O)C1.C(N(CC)CC)C.CN(C(ON1N=NC2C=CC=NC1=2)=[N+](C)C)C.F[P-](F)(F)(F)(F)F.OS([O-])(=O)=O.[K+], predict the reaction product. The product is: [Cl:1][C:2]1[CH:3]=[C:4]([NH:9][C:10]([N:12]2[CH2:17][CH2:16][N:15]([CH2:18][CH2:19][C:20]([N:30]3[CH2:31][CH2:32][C:27]4([CH2:25][CH2:26]4)[C@H:28]([OH:33])[CH2:29]3)=[O:22])[C:14](=[O:23])[C@@H:13]2[CH3:24])=[O:11])[CH:5]=[CH:6][C:7]=1[Cl:8]. (5) Given the reactants Br[C:2]1[CH:7]=[CH:6][C:5]([C:8]2[N:12]([CH2:13][C@@H:14]3[CH2:18][CH2:17][N:16]([C:19]([CH:21]4[CH2:23][CH2:22]4)=[O:20])[CH2:15]3)[CH:11]=[N:10][N:9]=2)=[CH:4][CH:3]=1.[NH:24]1[C:28]([C:29]2[CH:30]=[C:31](B(O)O)[CH:32]=[CH:33][CH:34]=2)=[N:27][N:26]=[N:25]1, predict the reaction product. The product is: [CH:21]1([C:19]([N:16]2[CH2:17][CH2:18][C@@H:14]([CH2:13][N:12]3[CH:11]=[N:10][N:9]=[C:8]3[C:5]3[CH:6]=[CH:7][C:2]([C:31]4[CH:32]=[CH:33][CH:34]=[C:29]([C:28]5[NH:27][N:26]=[N:25][N:24]=5)[CH:30]=4)=[CH:3][CH:4]=3)[CH2:15]2)=[O:20])[CH2:23][CH2:22]1. (6) Given the reactants Br[C:2]1[CH:7]=[CH:6][C:5]([CH2:8][C:9]([OH:11])=[O:10])=[CH:4][CH:3]=1.[CH3:12][C:13]1[N:14]=[CH:15][O:16][C:17]=1C(O)=O.C(=O)([O-])[O-].[Cs+].[Cs+], predict the reaction product. The product is: [CH3:12][C:13]1[N:14]=[CH:15][O:16][C:17]=1[C:2]1[CH:7]=[CH:6][C:5]([CH2:8][C:9]([OH:11])=[O:10])=[CH:4][CH:3]=1.